This data is from Forward reaction prediction with 1.9M reactions from USPTO patents (1976-2016). The task is: Predict the product of the given reaction. (1) The product is: [Cl:1][C:2]1[CH:3]=[CH:4][C:5]([C:8]2[CH:16]=[CH:15][CH:14]=[C:13]3[C:9]=2[C:10](=[CH:33][C:20]2[NH:21][CH:22]=[C:23]([C:24]([N:26]4[CH2:27][CH2:28][N:29]([CH3:32])[CH2:30][CH2:31]4)=[O:25])[C:19]=2[CH3:18])[C:11](=[O:17])[NH:12]3)=[CH:6][CH:7]=1. Given the reactants [Cl:1][C:2]1[CH:7]=[CH:6][C:5]([C:8]2[CH:16]=[CH:15][CH:14]=[C:13]3[C:9]=2[CH2:10][C:11](=[O:17])[NH:12]3)=[CH:4][CH:3]=1.[CH3:18][C:19]1[C:23]([C:24]([N:26]2[CH2:31][CH2:30][N:29]([CH3:32])[CH2:28][CH2:27]2)=[O:25])=[CH:22][NH:21][C:20]=1[CH:33]=O, predict the reaction product. (2) Given the reactants I[C:2]1[CH:7]=[C:6]([CH3:8])[CH:5]=[C:4]([C:9]2[CH:14]=[CH:13][C:12]([C:15]([F:18])([F:17])[F:16])=[CH:11][CH:10]=2)[N:3]=1.[Cl:19][C:20]1(B(O)O)[CH:25]=[CH:24][CH:23]=[CH:22][NH:21]1, predict the reaction product. The product is: [Cl:19][C:20]1[CH:25]=[C:24]([C:2]2[CH:7]=[C:6]([CH3:8])[CH:5]=[C:4]([C:9]3[CH:14]=[CH:13][C:12]([C:15]([F:18])([F:17])[F:16])=[CH:11][CH:10]=3)[N:3]=2)[CH:23]=[CH:22][N:21]=1. (3) Given the reactants [Br:1][C:2]1[CH:11]=[C:10]2[C:5]([C:6](O)=[CH:7][CH:8]=[N:9]2)=[C:4]([CH3:13])[CH:3]=1.BrC1C=C(C)C=C2C=1C(O)=CC=N2.O=P(Cl)(Cl)[Cl:29], predict the reaction product. The product is: [Br:1][C:2]1[CH:11]=[C:10]2[C:5]([C:6]([Cl:29])=[CH:7][CH:8]=[N:9]2)=[C:4]([CH3:13])[CH:3]=1.